Dataset: Catalyst prediction with 721,799 reactions and 888 catalyst types from USPTO. Task: Predict which catalyst facilitates the given reaction. (1) Reactant: [Br:1][CH2:2][C:3](=O)[C:4]([O:6][CH2:7][CH3:8])=[O:5].Cl.[NH2:11][OH:12].C(Cl)Cl. Product: [CH2:7]([O:6][C:4](=[O:5])[C:3](=[N:11][OH:12])[CH2:2][Br:1])[CH3:8]. The catalyst class is: 408. (2) Reactant: [CH2:1]([Li])[CH2:2][CH2:3][CH3:4].C([C@@H]1C[C:15]2[C:10](=[CH:11][CH:12]=[CH:13][CH:14]=2)[N:9]1[C:17]([O:19][C:20]([CH3:23])([CH3:22])[CH3:21])=[O:18])=O. The catalyst class is: 597. Product: [CH:3]([C@@H:2]1[CH2:1][C:15]2[C:10](=[CH:11][CH:12]=[CH:13][CH:14]=2)[N:9]1[C:17]([O:19][C:20]([CH3:23])([CH3:22])[CH3:21])=[O:18])=[CH2:4]. (3) Reactant: [ClH:1].CCO.[CH:5]1([CH2:8][NH:9][C:10]2[N:11]=[C:12]([NH:27][CH3:28])[C:13]3[N:19]=[C:18]([NH:20][CH2:21][CH:22]4[CH2:24][CH2:23]4)[N:17]=[C:16]([NH:25][CH3:26])[C:14]=3[N:15]=2)[CH2:7][CH2:6]1. Product: [ClH:1].[CH:22]1([CH2:21][NH:20][C:18]2[N:17]=[C:16]([NH:25][CH3:26])[C:14]3[N:15]=[C:10]([NH:9][CH2:8][CH:5]4[CH2:7][CH2:6]4)[N:11]=[C:12]([NH:27][CH3:28])[C:13]=3[N:19]=2)[CH2:24][CH2:23]1. The catalyst class is: 497. (4) Reactant: [F:1][C:2]1[S:43][C:5]2[C:6](=[O:42])[N:7](COCC[Si](C)(C)C)[C:8]3[C:9]([CH3:33])=[CH:10][C:11]([O:31]C)=[C:12]([C:14]4[CH:19]=[CH:18][C:17]([C@@H:20]([CH3:30])[CH2:21][NH:22]C(=O)OC(C)(C)C)=[CH:16][CH:15]=4)[C:13]=3[C:4]=2[CH:3]=1.B(Br)(Br)Br. Product: [NH2:22][CH2:21][C@@H:20]([C:17]1[CH:18]=[CH:19][C:14]([C:12]2[C:13]3[C:4]4[CH:3]=[C:2]([F:1])[S:43][C:5]=4[C:6](=[O:42])[NH:7][C:8]=3[C:9]([CH3:33])=[CH:10][C:11]=2[OH:31])=[CH:15][CH:16]=1)[CH3:30]. The catalyst class is: 2. (5) Reactant: [Br:1][C:2]1[CH:3]=[CH:4][C:5]([F:22])=[C:6]([CH:8]([OH:21])[C:9]([F:20])([F:19])[CH2:10][O:11][Si:12]([C:15]([CH3:18])([CH3:17])[CH3:16])([CH3:14])[CH3:13])[CH:7]=1.[Cr](O[Cr]([O-])(=O)=O)([O-])(=O)=O.[NH+]1C=CC=CC=1.[NH+]1C=CC=CC=1. Product: [Br:1][C:2]1[CH:3]=[CH:4][C:5]([F:22])=[C:6]([C:8](=[O:21])[C:9]([F:19])([F:20])[CH2:10][O:11][Si:12]([C:15]([CH3:18])([CH3:16])[CH3:17])([CH3:13])[CH3:14])[CH:7]=1. The catalyst class is: 4. (6) Reactant: [CH3:1][Mg+].[Br-].[Br:4][C:5]1[CH:18]=[C:17]2[C:8]([O:9][CH:10]3[CH:15]([C:16]42[C:22](=[O:23])[N:21]([CH3:24])[C:20]([NH:25]C(=O)OC(C)(C)C)=[N:19]4)[CH2:14][CH2:13][C:12](=[O:33])[CH2:11]3)=[CH:7][CH:6]=1. Product: [NH2:25][C:20]1[N:21]([CH3:24])[C:22](=[O:23])[C:16]2([N:19]=1)[CH:15]1[CH:10]([CH2:11][C:12]([OH:33])([CH3:1])[CH2:13][CH2:14]1)[O:9][C:8]1[C:17]2=[CH:18][C:5]([Br:4])=[CH:6][CH:7]=1. The catalyst class is: 1. (7) Reactant: I[C:2]1[CH:11]=[C:10]2[C:5]([C:6]([C:15]3[CH:20]=[CH:19][CH:18]=[CH:17][CH:16]=3)=[CH:7][C:8]3[N:9]2[CH:12]=[N:13][N:14]=3)=[CH:4][CH:3]=1.[SH:21][C:22]1[CH:23]=[C:24]([CH:28]=[CH:29][CH:30]=1)[C:25]([OH:27])=[O:26].CCN(C(C)C)C(C)C.C1(P(C2C=CC=CC=2)C2C3OC4C(=CC=CC=4P(C4C=CC=CC=4)C4C=CC=CC=4)C(C)(C)C=3C=CC=2)C=CC=CC=1. Product: [C:15]1([C:6]2[C:5]3[C:10](=[CH:11][C:2]([S:21][C:22]4[CH:23]=[C:24]([CH:28]=[CH:29][CH:30]=4)[C:25]([OH:27])=[O:26])=[CH:3][CH:4]=3)[N:9]3[CH:12]=[N:13][N:14]=[C:8]3[CH:7]=2)[CH:20]=[CH:19][CH:18]=[CH:17][CH:16]=1. The catalyst class is: 62. (8) The catalyst class is: 557. Product: [C:17]1([N:14]2[CH:15]=[CH:16][C:12]([C:11]3[C:2](=[O:1])[O:3][C:4]4[C:9]([CH:10]=3)=[CH:8][CH:7]=[C:6]([N:23]3[CH2:28][CH2:27][NH:26][CH2:25][CH2:24]3)[CH:5]=4)=[N:13]2)[CH:18]=[CH:19][CH:20]=[CH:21][CH:22]=1. Reactant: [O:1]=[C:2]1[C:11]([C:12]2[CH:16]=[CH:15][N:14]([C:17]3[CH:22]=[CH:21][CH:20]=[CH:19][CH:18]=3)[N:13]=2)=[CH:10][C:9]2[C:4](=[CH:5][C:6]([N:23]3[CH2:28][CH2:27][N:26](C(OC(C)(C)C)=O)[CH2:25][CH2:24]3)=[CH:7][CH:8]=2)[O:3]1. (9) Reactant: Cl.[CH3:2][C:3]1([CH3:23])[CH2:7][C:6]2[CH:8]=[CH:9][CH:10]=[C:11]([CH2:12][N:13]3[CH2:17][CH2:16][C:15]4([CH2:22][CH2:21][NH:20][CH2:19][CH2:18]4)[CH2:14]3)[C:5]=2[O:4]1.[C:24](O)(=[O:31])[C:25]1[CH:30]=[CH:29][N:28]=[CH:27][CH:26]=1.CCN=C=NCCCN(C)C.C1C=CC2N(O)N=NC=2C=1.CCN(CC)CC. Product: [CH3:2][C:3]1([CH3:23])[CH2:7][C:6]2[CH:8]=[CH:9][CH:10]=[C:11]([CH2:12][N:13]3[CH2:17][CH2:16][C:15]4([CH2:22][CH2:21][N:20]([C:24](=[O:31])[C:25]5[CH:30]=[CH:29][N:28]=[CH:27][CH:26]=5)[CH2:19][CH2:18]4)[CH2:14]3)[C:5]=2[O:4]1. The catalyst class is: 2.